Task: Predict which catalyst facilitates the given reaction.. Dataset: Catalyst prediction with 721,799 reactions and 888 catalyst types from USPTO (1) The catalyst class is: 2. Reactant: [CH2:1]([N:8]1[CH2:13][CH2:12][CH:11]([NH:14][C:15]2[N:23]=[CH:22][CH:21]=[CH:20][C:16]=2[C:17](O)=O)[CH2:10][CH2:9]1)[C:2]1[CH:7]=[CH:6][CH:5]=[CH:4][CH:3]=1.S(Cl)([Cl:26])=O. Product: [CH2:1]([N:8]1[CH2:13][CH2:12][CH:11]([NH:14][C:15]2[N:23]=[CH:22][CH:21]=[CH:20][C:16]=2[CH2:17][Cl:26])[CH2:10][CH2:9]1)[C:2]1[CH:7]=[CH:6][CH:5]=[CH:4][CH:3]=1. (2) Reactant: C([O:3][C:4]([C:6]1[C:7]([CH3:27])=[N:8][N:9]2[C:14]([O:15][CH2:16][C:17]3[C:22]([F:23])=[CH:21][CH:20]=[CH:19][C:18]=3[F:24])=[CH:13][C:12]([O:25][CH3:26])=[CH:11][C:10]=12)=[O:5])C.[OH-].[Na+]. Product: [F:24][C:18]1[CH:19]=[CH:20][CH:21]=[C:22]([F:23])[C:17]=1[CH2:16][O:15][C:14]1[N:9]2[N:8]=[C:7]([CH3:27])[C:6]([C:4]([OH:5])=[O:3])=[C:10]2[CH:11]=[C:12]([O:25][CH3:26])[CH:13]=1. The catalyst class is: 12. (3) Reactant: CC(C)([O-])C.[K+].[C:7]([O:12][CH3:13])(=[O:11])[CH:8]([CH3:10])[OH:9].[CH2:14](Cl)[C:15]1[CH:20]=[CH:19][CH:18]=[CH:17][CH:16]=1. Product: [CH2:14]([O:9][CH:8]([CH3:10])[C:7]([O:12][CH3:13])=[O:11])[C:15]1[CH:20]=[CH:19][CH:18]=[CH:17][CH:16]=1. The catalyst class is: 3. (4) Reactant: [N:1]12[CH2:7][C:4]([C:8]([C:16]3[CH:21]=[CH:20][CH:19]=[CH:18][CH:17]=3)([C:10]3[CH:15]=[CH:14][CH:13]=[CH:12][CH:11]=3)[OH:9])([CH2:5][CH2:6]1)[CH2:3][CH2:2]2.[C:22]1([CH2:28][O:29][CH2:30][CH2:31][CH2:32][CH2:33][Br:34])[CH:27]=[CH:26][CH:25]=[CH:24][CH:23]=1. Product: [Br-:34].[OH:9][C:8]([C:16]1[CH:21]=[CH:20][CH:19]=[CH:18][CH:17]=1)([C:10]1[CH:15]=[CH:14][CH:13]=[CH:12][CH:11]=1)[C:4]12[CH2:7][N+:1]([CH2:33][CH2:32][CH2:31][CH2:30][O:29][CH2:28][C:22]3[CH:27]=[CH:26][CH:25]=[CH:24][CH:23]=3)([CH2:6][CH2:5]1)[CH2:2][CH2:3]2. The catalyst class is: 23. (5) Reactant: [Si](OCC1N=C(CO[C:18]2[C:27]3[C:22](=[CH:23][CH:24]=[CH:25][CH:26]=3)[C:21](Cl)=[N:20][N:19]=2)C=CC=1)(C(C)(C)C)(C)C.[CH3:29][NH:30][CH3:31].C(N(CC)CC)C.[I-].[K+]. The catalyst class is: 51. Product: [CH3:29][N:30]([CH3:31])[C:21]1[C:22]2[C:27](=[CH:26][CH:25]=[CH:24][CH:23]=2)[CH:18]=[N:19][N:20]=1. (6) Reactant: [CH:1]1[C:6]2=[C:7]3[C:15](=[CH:16][CH:17]=[C:5]2[CH:4]=[CH:3][CH:2]=1)[C:14]1[C:9](=[CH:10][CH:11]=[CH:12][CH:13]=1)[NH:8]3.[Al+3].[Cl-].[Cl-].[Cl-].[F:22][C:23]1[CH:31]=[CH:30][C:26]([C:27](Cl)=[O:28])=[CH:25][CH:24]=1. Product: [CH2:17]([CH:5]([CH2:4][CH2:3][CH2:2][CH3:1])[CH2:6][N:8]1[C:7]2[C:15](=[CH:16][C:17]([C:27]([C:26]3[CH:30]=[CH:31][C:23]([F:22])=[CH:24][CH:25]=3)=[O:28])=[C:5]3[CH:4]=[CH:3][CH:2]=[CH:1][C:6]3=2)[C:14]2[C:9]1=[CH:10][CH:11]=[CH:12][CH:13]=2)[CH3:16]. The catalyst class is: 2.